From a dataset of Reaction yield outcomes from USPTO patents with 853,638 reactions. Predict the reaction yield, written as a fraction of the theoretical maximum amount of product (1.0 means a 100% yield; for example, 0.34 means a 34% yield). (1) The catalyst is ClCCl. The reactants are [C:1]1([CH3:14])[CH:6]=[C:5]([CH3:7])[CH:4]=[C:3]([CH3:8])[C:2]=1[S:9]([O:12][NH2:13])(=[O:11])=[O:10].[C:15](#[N:22])[C:16]1[CH:21]=[CH:20][N:19]=[CH:18][CH:17]=1.C(OCC)C. The product is [CH3:8][C:3]1[CH:4]=[C:5]([CH3:7])[CH:6]=[C:1]([CH3:14])[C:2]=1[S:9]([O-:12])(=[O:11])=[O:10].[NH2:13][N+:19]1[CH:20]=[CH:21][C:16]([C:15]#[N:22])=[CH:17][CH:18]=1. The yield is 0.940. (2) The reactants are [C:1]([O:5][C:6]([N:8]1[C:17]2[C:12](=[CH:13][CH:14]=[C:15]([CH2:18][CH2:19][O:20][C:21]3[CH:22]=[C:23]4[C:27](=[CH:28][CH:29]=3)[N:26]([C:30]([C:37]3[CH:42]=[CH:41][CH:40]=[CH:39][CH:38]=3)=[CH:31][C:32]([O:34][CH2:35][CH3:36])=[O:33])[CH:25]=[CH:24]4)[N:16]=2)[CH2:11][CH2:10][CH2:9]1)=[O:7])([CH3:4])([CH3:3])[CH3:2].[H][H]. The catalyst is [Pd].CO. The product is [C:1]([O:5][C:6]([N:8]1[C:17]2[C:12](=[CH:13][CH:14]=[C:15]([CH2:18][CH2:19][O:20][C:21]3[CH:22]=[C:23]4[C:27](=[CH:28][CH:29]=3)[N:26]([CH:30]([C:37]3[CH:42]=[CH:41][CH:40]=[CH:39][CH:38]=3)[CH2:31][C:32]([O:34][CH2:35][CH3:36])=[O:33])[CH:25]=[CH:24]4)[N:16]=2)[CH2:11][CH2:10][CH2:9]1)=[O:7])([CH3:2])([CH3:3])[CH3:4]. The yield is 0.980. (3) The reactants are [CH3:1][C:2]1([CH3:15])[CH2:7][C:6](=[O:8])[C:5]([C:9]2[N:13]([CH3:14])[N:12]=[CH:11][CH:10]=2)=[CH:4][CH2:3]1.[BH4-].[Na+].[Cl-].[NH4+]. The catalyst is CO. The product is [CH3:1][C:2]1([CH3:15])[CH2:7][C@H:6]([OH:8])[C@@H:5]([C:9]2[N:13]([CH3:14])[N:12]=[CH:11][CH:10]=2)[CH2:4][CH2:3]1. The yield is 0.0680. (4) The reactants are [Br:1][C:2]1[C:7]2[O:8][CH2:9][C:10](=[O:12])[NH:11][C:6]=2[CH:5]=[C:4]([C:13]([OH:15])=O)[CH:3]=1.C(Cl)(=O)C([Cl:19])=O. The catalyst is C1COCC1.CN(C=O)C. The product is [Br:1][C:2]1[C:7]2[O:8][CH2:9][C:10](=[O:12])[NH:11][C:6]=2[CH:5]=[C:4]([C:13]([Cl:19])=[O:15])[CH:3]=1. The yield is 0.980. (5) The reactants are [CH3:1][C:2]1[C:7]([O:8][CH2:9][C:10]([F:15])([F:14])[CH:11]([F:13])[F:12])=[CH:6][N:5]=[C:4]([CH2:16]O)[CH:3]=1.[C:18]1(=[O:28])[NH:22][C:21](=[O:23])[C:20]2=[CH:24][CH:25]=[CH:26][CH:27]=[C:19]12. No catalyst specified. The product is [CH3:1][C:2]1[C:7]([O:8][CH2:9][C:10]([F:14])([F:15])[CH:11]([F:12])[F:13])=[CH:6][N:5]=[C:4]([CH2:16][N:22]2[C:18](=[O:28])[C:19]3[C:20](=[CH:24][CH:25]=[CH:26][CH:27]=3)[C:21]2=[O:23])[CH:3]=1. The yield is 0.820. (6) The reactants are [C:1]([O:5][C:6]([N:8]1[CH2:12][CH:11]=[C:10](OS(C(F)(F)F)(=O)=O)[CH2:9]1)=[O:7])([CH3:4])([CH3:3])[CH3:2].C(=O)([O-])[O-].[K+].[K+].CC1(C)C(C)(C)OB([C:35]2[CH:36]=[CH:37][C:38]([NH2:41])=[N:39][CH:40]=2)O1.C([O-])(O)=O.[Na+]. The catalyst is C1C=CC([P]([Pd]([P](C2C=CC=CC=2)(C2C=CC=CC=2)C2C=CC=CC=2)([P](C2C=CC=CC=2)(C2C=CC=CC=2)C2C=CC=CC=2)[P](C2C=CC=CC=2)(C2C=CC=CC=2)C2C=CC=CC=2)(C2C=CC=CC=2)C2C=CC=CC=2)=CC=1.O.C1COCC1. The product is [NH2:41][C:38]1[N:39]=[CH:40][C:35]([C:10]2[CH2:9][N:8]([C:6]([O:5][C:1]([CH3:4])([CH3:3])[CH3:2])=[O:7])[CH2:12][CH:11]=2)=[CH:36][CH:37]=1. The yield is 0.540. (7) The reactants are [C:1]([NH:4][C:5]1[CH:10]=[C:9]([N:11]2[CH:15]=[C:14]([C:16](O)=[O:17])[C:13]([C:19]3[CH:24]=[CH:23][CH:22]=[CH:21][C:20]=3[Cl:25])=[N:12]2)[C:8]([CH3:26])=[CH:7][N:6]=1)(=[O:3])[CH3:2].C[N:28](C(ON1N=NC2C=CC=CC1=2)=[N+](C)C)C.[B-](F)(F)(F)F.N. The catalyst is C(Cl)Cl.O. The product is [C:1]([NH:4][C:5]1[CH:10]=[C:9]([N:11]2[CH:15]=[C:14]([C:16]([NH2:28])=[O:17])[C:13]([C:19]3[CH:24]=[CH:23][CH:22]=[CH:21][C:20]=3[Cl:25])=[N:12]2)[C:8]([CH3:26])=[CH:7][N:6]=1)(=[O:3])[CH3:2]. The yield is 0.770. (8) The catalyst is O. The reactants are P(Cl)(Cl)(Cl)=O.[OH:6][C:7]1[CH:15]=[CH:14][CH:13]=[C:12]2[C:8]=1[CH:9]=[CH:10][NH:11]2.[OH-].[Na+].Cl.CN(C)[CH:21]=[O:22]. The yield is 0.820. The product is [OH:6][C:7]1[CH:15]=[CH:14][CH:13]=[C:12]2[C:8]=1[C:9]([CH:21]=[O:22])=[CH:10][NH:11]2. (9) The reactants are [NH2:1][C:2]1[CH:11]=[C:10]2[C:5]([CH2:6][CH2:7][CH:8]([C:12]([O:14][CH3:15])=[O:13])[CH2:9]2)=[CH:4][CH:3]=1.Cl.C(N(CC)CC)C.[Cl:24][C:25]1[CH:26]=[C:27](B(O)O)[CH:28]=[CH:29][CH:30]=1. The catalyst is C(Cl)Cl.C([O-])(=O)C.[Cu+2].C([O-])(=O)C. The product is [Cl:24][C:25]1[CH:30]=[C:29]([NH:1][C:2]2[CH:11]=[C:10]3[C:5]([CH2:6][CH2:7][CH:8]([C:12]([O:14][CH3:15])=[O:13])[CH2:9]3)=[CH:4][CH:3]=2)[CH:28]=[CH:27][CH:26]=1. The yield is 0.210. (10) The reactants are [NH2:1][C:2]1[S:3][CH:4]=[CH:5][N:6]=1.[Br:7][CH2:8][CH2:9][CH2:10][O:11][CH3:12]. No catalyst specified. The product is [BrH:7].[CH3:12][O:11][CH2:10][CH2:9][CH2:8][N:6]1[CH:5]=[CH:4][S:3][C:2]1=[NH:1]. The yield is 0.480.